This data is from Reaction yield outcomes from USPTO patents with 853,638 reactions. The task is: Predict the reaction yield, written as a fraction of the theoretical maximum amount of product (1.0 means a 100% yield; for example, 0.34 means a 34% yield). (1) The reactants are [OH:1][NH:2][C:3]([C:5]1[C:14]2[C:9](=[CH:10][CH:11]=[CH:12][CH:13]=2)[CH:8]=[CH:7][N:6]=1)=[NH:4].[Br:15][C:16]1[CH:24]=[C:20]([C:21](O)=O)[C:19]([OH:25])=[CH:18][CH:17]=1. No catalyst specified. The product is [Br:15][C:16]1[CH:17]=[CH:18][C:19]([OH:25])=[C:20]([C:21]2[O:1][N:2]=[C:3]([C:5]3[C:14]4[C:9](=[CH:10][CH:11]=[CH:12][CH:13]=4)[CH:8]=[CH:7][N:6]=3)[N:4]=2)[CH:24]=1. The yield is 0.240. (2) The product is [OH:1][C:2]1[CH:3]=[C:4]([NH:44][S:45]([CH3:48])(=[O:46])=[O:47])[CH:5]=[C:6]([C:8]2[C:16]3[C:15]([NH:17][C@H:18]([C:20]4[N:25]([C:26]5[CH:27]=[CH:28][CH:29]=[CH:30][CH:31]=5)[C:24](=[O:32])[C:23]5=[CH:33][CH:34]=[CH:35][N:22]5[N:21]=4)[CH3:19])=[N:14][CH:13]=[N:12][C:11]=3[NH:10][CH:9]=2)[CH:7]=1. The yield is 0.280. No catalyst specified. The reactants are [OH:1][C:2]1[CH:3]=[C:4]([NH:44][S:45]([CH3:48])(=[O:47])=[O:46])[CH:5]=[C:6]([C:8]2[C:16]3[C:15]([NH:17][C@H:18]([C:20]4[N:25]([C:26]5[CH:31]=[CH:30][CH:29]=[CH:28][CH:27]=5)[C:24](=[O:32])[C:23]5=[CH:33][CH:34]=[CH:35][N:22]5[N:21]=4)[CH3:19])=[N:14][CH:13]=[N:12][C:11]=3[N:10](COCC[Si](C)(C)C)[CH:9]=2)[CH:7]=1.FC(F)(F)C(O)=O.N. (3) The reactants are [NH2:1][C:2]1[C:7]2[C:8](=[O:31])[N:9]([C:13]3[CH:18]=[CH:17][C:16]([N:19]4[CH:23]=[CH:22][N:21]([CH2:24][C:25]([O:27]CC)=[O:26])[C:20]4=[O:30])=[CH:15][CH:14]=3)[CH2:10][CH2:11][O:12][C:6]=2[N:5]=[CH:4][N:3]=1.O[Li].O.Cl. The catalyst is O1CCOCC1.O. The product is [NH2:1][C:2]1[C:7]2[C:8](=[O:31])[N:9]([C:13]3[CH:14]=[CH:15][C:16]([N:19]4[CH:23]=[CH:22][N:21]([CH2:24][C:25]([OH:27])=[O:26])[C:20]4=[O:30])=[CH:17][CH:18]=3)[CH2:10][CH2:11][O:12][C:6]=2[N:5]=[CH:4][N:3]=1. The yield is 0.619. (4) The reactants are [Br:1][C:2]1[CH:3]=[C:4]([C:14]([O:16]C)=[O:15])[C:5]2[CH:6]=[CH:7][N:8]([CH:11]([CH3:13])[CH3:12])[C:9]=2[CH:10]=1.[OH-].[Na+].Cl. The catalyst is CO.O1CCCC1.O. The product is [Br:1][C:2]1[CH:3]=[C:4]([C:14]([OH:16])=[O:15])[C:5]2[CH:6]=[CH:7][N:8]([CH:11]([CH3:13])[CH3:12])[C:9]=2[CH:10]=1. The yield is 0.990. (5) The reactants are [C:1]([NH:9][C:10]1[CH:42]=[CH:41][C:13]([O:14][C:15]2[C:24]3[C:19](=[CH:20][C:21]([O:27][CH2:28][CH2:29][C@H:30]([NH:34]C(C(C)(C)C)=O)[C:31]([OH:33])=[O:32])=[C:22]([O:25][CH3:26])[CH:23]=3)[N:18]=[CH:17][CH:16]=2)=[CH:12][CH:11]=1)(=[O:8])[C:2]1[CH:7]=[CH:6][CH:5]=[CH:4][CH:3]=1.C(O)(C(F)(F)F)=O. The catalyst is C(Cl)Cl. The product is [NH2:34][C@@H:30]([CH2:29][CH2:28][O:27][C:21]1[CH:20]=[C:19]2[C:24]([C:15]([O:14][C:13]3[CH:41]=[CH:42][C:10]([NH:9][C:1](=[O:8])[C:2]4[CH:3]=[CH:4][CH:5]=[CH:6][CH:7]=4)=[CH:11][CH:12]=3)=[CH:16][CH:17]=[N:18]2)=[CH:23][C:22]=1[O:25][CH3:26])[C:31]([OH:33])=[O:32]. The yield is 0.900. (6) The yield is 0.220. No catalyst specified. The product is [CH2:1]([N:3]([CH2:19][CH3:20])[CH2:4][CH2:5][N:6]1[CH2:11][CH2:10][C:9]2[NH:12][C:13]([CH:16]=[C:31]3[C:30]4[C:34](=[CH:35][CH:36]=[CH:37][C:29]=4[C:23]4[CH:24]=[CH:25][CH:26]=[C:27]([F:28])[C:22]=4[F:21])[NH:33][C:32]3=[O:38])=[C:14]([CH3:15])[C:8]=2[C:7]1=[O:18])[CH3:2]. The reactants are [CH2:1]([N:3]([CH2:19][CH3:20])[CH2:4][CH2:5][N:6]1[CH2:11][CH2:10][C:9]2[NH:12][C:13]([CH:16]=O)=[C:14]([CH3:15])[C:8]=2[C:7]1=[O:18])[CH3:2].[F:21][C:22]1[C:27]([F:28])=[CH:26][CH:25]=[CH:24][C:23]=1[C:29]1[CH:37]=[CH:36][CH:35]=[C:34]2[C:30]=1[CH2:31][C:32](=[O:38])[NH:33]2. (7) The reactants are [NH2:1][C:2]1[CH:3]=[N:4][CH:5]=[CH:6][CH:7]=1.N1C=CC=CC=1.Cl[C:15](OC1C=CC=CC=1)=[O:16].[Cl:24][C:25]1[CH:31]=[C:30]([O:32][C:33]2[C:34]3[N:41]([CH3:42])[CH:40]=[CH:39][C:35]=3[N:36]=[CH:37][N:38]=2)[CH:29]=[CH:28][C:26]=1[NH2:27]. The catalyst is CN1CCCC1=O. The product is [Cl:24][C:25]1[CH:31]=[C:30]([O:32][C:33]2[C:34]3[N:41]([CH3:42])[CH:40]=[CH:39][C:35]=3[N:36]=[CH:37][N:38]=2)[CH:29]=[CH:28][C:26]=1[NH:27][C:15]([NH:1][C:2]1[CH:3]=[N:4][CH:5]=[CH:6][CH:7]=1)=[O:16]. The yield is 0.230.